From a dataset of Catalyst prediction with 721,799 reactions and 888 catalyst types from USPTO. Predict which catalyst facilitates the given reaction. Reactant: [C:1]([N:9]([CH2:20][C:21]1[CH:26]=[CH:25][C:24]([O:27][CH2:28][C:29]2[CH:34]=[CH:33][C:32]([F:35])=[CH:31][CH:30]=2)=[C:23]([O:36][CH3:37])[CH:22]=1)[CH2:10][CH2:11][NH:12]C(=O)OC(C)(C)C)(=[O:8])[C:2]1[CH:7]=[CH:6][CH:5]=[CH:4][CH:3]=1.Cl. Product: [NH2:12][CH2:11][CH2:10][N:9]([CH2:20][C:21]1[CH:26]=[CH:25][C:24]([O:27][CH2:28][C:29]2[CH:30]=[CH:31][C:32]([F:35])=[CH:33][CH:34]=2)=[C:23]([O:36][CH3:37])[CH:22]=1)[C:1](=[O:8])[C:2]1[CH:7]=[CH:6][CH:5]=[CH:4][CH:3]=1. The catalyst class is: 12.